This data is from Reaction yield outcomes from USPTO patents with 853,638 reactions. The task is: Predict the reaction yield, written as a fraction of the theoretical maximum amount of product (1.0 means a 100% yield; for example, 0.34 means a 34% yield). (1) The reactants are [C:1]1([C:7]2[C:8]3[C:13]([CH:14]=[C:15]4[C:20]=2[CH:19]=[CH:18][CH:17]=[CH:16]4)=[CH:12][CH:11]=[CH:10][CH:9]=3)[CH:6]=[CH:5][CH:4]=[CH:3][CH:2]=1.C(O)(=O)C.[I:25]N1C(C)(C)C(=O)N(I)C1=O.O. The catalyst is C(Cl)(Cl)Cl. The product is [I:25][C:14]1[C:15]2[C:20]([C:7]([C:1]3[CH:2]=[CH:3][CH:4]=[CH:5][CH:6]=3)=[C:8]3[C:13]=1[CH:12]=[CH:11][CH:10]=[CH:9]3)=[CH:19][CH:18]=[CH:17][CH:16]=2. The yield is 0.860. (2) The reactants are FC(F)(F)C(O)=O.[CH2:8]([O:15][C:16](=[O:32])[CH2:17][C@@H:18]([NH2:31])[C:19]([NH:21][C@H:22]([C:27](=[O:30])[NH:28][CH3:29])[C:23]([CH3:26])([CH3:25])[CH3:24])=[O:20])[C:9]1[CH:14]=[CH:13][CH:12]=[CH:11][CH:10]=1.CO[CH:35]1[CH:39]([C:40]2[CH:45]=[CH:44][N:43]=[CH:42][CH:41]=2)[CH2:38][CH:37](OC)O1.N1C=CC=CC=1.Cl[Si](C)(C)C. The catalyst is ClCCCl. The product is [CH2:8]([O:15][C:16](=[O:32])[CH2:17][C@@H:18]([N:31]1[CH:37]=[CH:38][C:39]([C:40]2[CH:45]=[CH:44][N:43]=[CH:42][CH:41]=2)=[CH:35]1)[C:19]([NH:21][C@H:22]([C:27](=[O:30])[NH:28][CH3:29])[C:23]([CH3:25])([CH3:26])[CH3:24])=[O:20])[C:9]1[CH:10]=[CH:11][CH:12]=[CH:13][CH:14]=1. The yield is 0.430. (3) The reactants are C1C=CC2N(O)N=NC=2C=1.CCN(C(C)C)C(C)C.[C:20]1([C:33]2[CH:38]=[CH:37][CH:36]=[CH:35][CH:34]=2)[CH:25]=[CH:24][C:23]([NH:26][C:27](=[O:32])[CH2:28][C:29]([OH:31])=O)=[CH:22][CH:21]=1.CCN=C=NCCCN(C)C.Cl.Cl.[N:52]1([C:58]([C:60]2[CH:65]=[CH:64][CH:63]=[CH:62][C:61]=2[C:66]([F:69])([F:68])[F:67])=[O:59])[CH2:57][CH2:56][NH:55][CH2:54][CH2:53]1. The catalyst is CN(C=O)C.O. The product is [C:20]1([C:33]2[CH:38]=[CH:37][CH:36]=[CH:35][CH:34]=2)[CH:21]=[CH:22][C:23]([NH:26][C:27](=[O:32])[CH2:28][C:29](=[O:31])[N:55]2[CH2:56][CH2:57][N:52]([C:58](=[O:59])[C:60]3[CH:65]=[CH:64][CH:63]=[CH:62][C:61]=3[C:66]([F:69])([F:67])[F:68])[CH2:53][CH2:54]2)=[CH:24][CH:25]=1. The yield is 0.300. (4) The reactants are [CH:1]1([N:4]2[CH2:9][CH2:8][N:7]([C:10]3[CH:20]=[CH:19][C:13]([C:14]([O:16]CC)=O)=[CH:12][CH:11]=3)[CH2:6][CH2:5]2)[CH2:3][CH2:2]1.Cl.[CH3:22][O:23][C:24]1[CH:25]=[C:26]([CH2:32][O:33][C:34]2[CH:35]=[C:36]([NH2:39])[NH:37][N:38]=2)[CH:27]=[C:28]([O:30][CH3:31])[CH:29]=1.C[Al](C)C.C1(C)C=CC=CC=1. No catalyst specified. The product is [CH:1]1([N:4]2[CH2:5][CH2:6][N:7]([C:10]3[CH:11]=[CH:12][C:13]([C:14]([NH:39][C:36]4[NH:37][N:38]=[C:34]([O:33][CH2:32][C:26]5[CH:27]=[C:28]([O:30][CH3:31])[CH:29]=[C:24]([O:23][CH3:22])[CH:25]=5)[CH:35]=4)=[O:16])=[CH:19][CH:20]=3)[CH2:8][CH2:9]2)[CH2:2][CH2:3]1. The yield is 0.0384.